The task is: Regression. Given a peptide amino acid sequence and an MHC pseudo amino acid sequence, predict their binding affinity value. This is MHC class II binding data.. This data is from Peptide-MHC class II binding affinity with 134,281 pairs from IEDB. The peptide sequence is NSFKPFAEYKSDYVY. The MHC is DRB1_0901 with pseudo-sequence DRB1_0901. The binding affinity (normalized) is 0.356.